This data is from Reaction yield outcomes from USPTO patents with 853,638 reactions. The task is: Predict the reaction yield, written as a fraction of the theoretical maximum amount of product (1.0 means a 100% yield; for example, 0.34 means a 34% yield). (1) The reactants are [C:1]([O:5][C:6](=[O:22])[CH2:7][CH2:8][O:9][CH2:10][CH2:11][O:12][CH2:13][CH2:14][O:15][CH2:16][CH2:17][O:18][CH2:19][CH2:20]O)([CH3:4])([CH3:3])[CH3:2].P(Br)(Br)[Br:24].O. The catalyst is N1C=CC=CC=1. The product is [C:1]([O:5][C:6](=[O:22])[CH2:7][CH2:8][O:9][CH2:10][CH2:11][O:12][CH2:13][CH2:14][O:15][CH2:16][CH2:17][O:18][CH2:19][CH2:20][Br:24])([CH3:4])([CH3:3])[CH3:2]. The yield is 0.350. (2) The reactants are C([CH:6]([O:10][C:11]([NH:13][CH2:14][C:15]1([CH2:21][C:22]([OH:24])=[O:23])[CH2:20][CH2:19][CH2:18][CH2:17][CH2:16]1)=[O:12])[CH2:7][CH2:8][CH3:9])(=O)C(C)C.ClC1[CH:27]=[C:28]([CH:33]=CC=1)[C:29]([O:31]O)=[O:30].C([O-])(O)=O.[Na+].C(O)(=O)CC(CC(O)=O)(C(O)=O)O. The catalyst is ClCCl. The product is [C:29]([O:31][CH:6]([O:10][C:11]([NH:13][CH2:14][C:15]1([CH2:21][C:22]([OH:24])=[O:23])[CH2:16][CH2:17][CH2:18][CH2:19][CH2:20]1)=[O:12])[CH2:7][CH2:8][CH3:9])(=[O:30])[CH:28]([CH3:33])[CH3:27]. The yield is 0.110. (3) The reactants are [OH:1][C:2]1[C:3]([C:18]([NH:20][CH2:21][C:22]([O:24]CC)=[O:23])=[O:19])=[C:4]2[C:9](=[CH:10][C:11]=1[C:12]1[CH:17]=[N:16][CH:15]=[CH:14][N:13]=1)[N:8]=[CH:7][CH:6]=[N:5]2.[OH-].[Na+]. The catalyst is C(O)C. The product is [OH:1][C:2]1[C:3]([C:18]([NH:20][CH2:21][C:22]([OH:24])=[O:23])=[O:19])=[C:4]2[C:9](=[CH:10][C:11]=1[C:12]1[CH:17]=[N:16][CH:15]=[CH:14][N:13]=1)[N:8]=[CH:7][CH:6]=[N:5]2. The yield is 0.543.